This data is from Catalyst prediction with 721,799 reactions and 888 catalyst types from USPTO. The task is: Predict which catalyst facilitates the given reaction. (1) Reactant: [I:1][C:2]1[C:10]2[C:5](=[CH:6][N:7]=[CH:8][CH:9]=2)[NH:4][N:3]=1.C(=O)([O-])[O-].[K+].[K+].Br[CH2:18][C:19]([O:21][C:22]([CH3:25])([CH3:24])[CH3:23])=[O:20]. Product: [I:1][C:2]1[C:10]2[C:5](=[CH:6][N:7]=[CH:8][CH:9]=2)[N:4]([CH2:18][C:19]([O:21][C:22]([CH3:25])([CH3:24])[CH3:23])=[O:20])[N:3]=1. The catalyst class is: 23. (2) Reactant: [Cl:1][C:2]1[C:3]([O:8][CH:9]2[CH2:12][CH:11]([NH:13]C(=O)OC(C)(C)C)[CH2:10]2)=[N:4][CH:5]=[CH:6][N:7]=1.Cl.CO. Product: [ClH:1].[Cl:1][C:2]1[C:3]([O:8][CH:9]2[CH2:10][CH:11]([NH2:13])[CH2:12]2)=[N:4][CH:5]=[CH:6][N:7]=1. The catalyst class is: 5. (3) Reactant: C([BH3-])#N.[Na+].[CH2:5]([C:7]1[NH:8][C:9]2[C:14]([CH:15]=1)=[CH:13][CH:12]=[C:11]([F:16])[CH:10]=2)[CH3:6]. Product: [CH2:5]([CH:7]1[CH2:15][C:14]2[C:9](=[CH:10][C:11]([F:16])=[CH:12][CH:13]=2)[NH:8]1)[CH3:6]. The catalyst class is: 15. (4) Reactant: [Li+].C[Si]([N-:6][Si](C)(C)C)(C)C.[Br:11][C:12]1[CH:21]=[C:20]2[C:15]([CH:16]=[CH:17]C(NC)=[N:19]2)=[CH:14][CH:13]=1.O([C:32]([O:34][C:35]([CH3:38])([CH3:37])[CH3:36])=[O:33])[C:32]([O:34][C:35]([CH3:38])([CH3:37])[CH3:36])=[O:33].C(O[CH2:43][CH3:44])(=O)C. Product: [Br:11][C:12]1[CH:21]=[C:20]2[C:15]([CH:16]=[CH:17][C:44]([CH2:43][NH:6][C:32](=[O:33])[O:34][C:35]([CH3:36])([CH3:37])[CH3:38])=[N:19]2)=[CH:14][CH:13]=1. The catalyst class is: 1. (5) Product: [C:4]([O:6][CH:7]([CH3:9])[CH3:8])(=[O:5])/[CH:3]=[CH:2]/[C:1]([O:11][CH:12]([CH3:14])[CH3:13])=[O:10].[C:15]([O:25][CH3:26])(=[O:24])[CH:16]=[CH:17][C:18]1[CH:19]=[CH:20][CH:21]=[CH:22][CH:23]=1. Reactant: [C:1]([O:11][CH:12]([CH3:14])[CH3:13])(=[O:10])/[CH:2]=[CH:3]/[C:4]([O:6][CH:7]([CH3:9])[CH3:8])=[O:5].[C:15]([O:25][CH3:26])(=[O:24])[CH:16]=[CH:17][C:18]1[CH:23]=[CH:22][CH:21]=[CH:20][CH:19]=1.C(OCCCCOC(=O)C(C)=C)(=O)C(C)=C.C(OOOC(C)(C)C)(=O)C(C)(C)C. The catalyst class is: 83. (6) Reactant: [CH2:1]([N:8]1[C@@H:13]2[C@H:14]([S:16]([C:19]3[CH:24]=[CH:23][CH:22]=[CH:21][CH:20]=3)(=[O:18])=[O:17])[CH2:15][C@@:9]1([C:30]1[CH:35]=[CH:34][CH:33]=[CH:32][CH:31]=1)[C@@:10]([C:26]#[C:27][CH2:28]O)([OH:25])[CH2:11][CH2:12]2)[C:2]1[CH:7]=[CH:6][CH:5]=[CH:4][CH:3]=1.[CH2:36]([SnH:40]([CH2:45][CH2:46][CH2:47][CH3:48])[CH2:41][CH2:42][CH2:43][CH3:44])[CH2:37][CH2:38][CH3:39].C1(P(C2C=CC=CC=2)C2C=CC=CC=2)C=CC=CC=1.N(C(OCC)=O)=NC(OCC)=O. Product: [CH2:1]([N:8]1[C@H:13]2[CH2:12][CH2:11][C@@:10]3([CH:26]=[C:27]([Sn:40]([CH2:41][CH2:42][CH2:43][CH3:44])([CH2:45][CH2:46][CH2:47][CH3:48])[CH2:36][CH2:37][CH2:38][CH3:39])[CH2:28][O:25]3)[C@:9]1([C:30]1[CH:31]=[CH:32][CH:33]=[CH:34][CH:35]=1)[CH2:15][C@H:14]2[S:16]([C:19]1[CH:20]=[CH:21][CH:22]=[CH:23][CH:24]=1)(=[O:17])=[O:18])[C:2]1[CH:7]=[CH:6][CH:5]=[CH:4][CH:3]=1. The catalyst class is: 602. (7) Reactant: [CH:1]1([N:7]2[CH2:12][CH2:11][N:10]([C:13]3[CH:18]=[CH:17][C:16]([C:19]4[CH:24]=[CH:23][C:22]([C:25]5[CH:30]=[CH:29][C:28]([C:31]([O:33]CC)=[O:32])=[CH:27][CH:26]=5)=[CH:21][CH:20]=4)=[CH:15][CH:14]=3)[CH2:9][CH2:8]2)[CH2:6][CH2:5][CH2:4][CH2:3][CH2:2]1.[OH-].[Na+].C(O)C.Cl. Product: [CH:1]1([N:7]2[CH2:12][CH2:11][N:10]([C:13]3[CH:14]=[CH:15][C:16]([C:19]4[CH:24]=[CH:23][C:22]([C:25]5[CH:26]=[CH:27][C:28]([C:31]([OH:33])=[O:32])=[CH:29][CH:30]=5)=[CH:21][CH:20]=4)=[CH:17][CH:18]=3)[CH2:9][CH2:8]2)[CH2:2][CH2:3][CH2:4][CH2:5][CH2:6]1. The catalyst class is: 132. (8) Reactant: Br[C:2]1[CH:3]=[CH:4][C:5]2[C:6]3[CH2:16][N:15]([C:17]([O:19][C:20]([CH3:23])([CH3:22])[CH3:21])=[O:18])[CH2:14][CH2:13][CH2:12][C:7]=3[N:8]([CH3:11])[C:9]=2[CH:10]=1.[F:24][C:25]([F:40])([F:39])[C:26]1[N:31]=[CH:30][C:29]([C:32]2[CH:37]=[CH:36][NH:35][C:34](=[O:38])[CH:33]=2)=[CH:28][CH:27]=1.C([O-])([O-])=O.[Cs+].[Cs+].OC1C=CC=C2C=1N=CC=C2. The catalyst class is: 846. Product: [CH3:11][N:8]1[C:9]2[CH:10]=[C:2]([N:35]3[CH:36]=[CH:37][C:32]([C:29]4[CH:30]=[N:31][C:26]([C:25]([F:24])([F:39])[F:40])=[CH:27][CH:28]=4)=[CH:33][C:34]3=[O:38])[CH:3]=[CH:4][C:5]=2[C:6]2[CH2:16][N:15]([C:17]([O:19][C:20]([CH3:23])([CH3:22])[CH3:21])=[O:18])[CH2:14][CH2:13][CH2:12][C:7]1=2. (9) Reactant: [N:1]1[CH:2]=[CH:3][N:4]2[C:9]=1[CH:8]=[CH:7][C:6]([C:10]([O-])=[O:11])=[N:5]2.C1COCC1.[BH4-].[Na+]. Product: [N:1]1[CH:2]=[CH:3][N:4]2[C:9]=1[CH:8]=[CH:7][C:6]([CH2:10][OH:11])=[N:5]2. The catalyst class is: 5. (10) Reactant: [OH:1][Si:2]([CH3:13])([CH3:12])[C:3]1[CH:11]=[CH:10][C:6]([C:7]([OH:9])=O)=[CH:5][CH:4]=1.CCN=C=NCCCN(C)C.CCN(C(C)C)C(C)C.C1C=CC2N(O)N=NC=2C=1.[NH2:44][CH2:45][CH2:46][NH:47][C:48](=[O:74])[CH2:49][C@@H:50]1[N:56]=[C:55]([C:57]2[CH:62]=[CH:61][C:60]([Cl:63])=[CH:59][CH:58]=2)[C:54]2[CH:64]=[C:65]([O:68][CH3:69])[CH:66]=[CH:67][C:53]=2[N:52]2[C:70]([CH3:73])=[N:71][N:72]=[C:51]12. The catalyst class is: 3. Product: [Cl:63][C:60]1[CH:61]=[CH:62][C:57]([C:55]2[C:54]3[CH:64]=[C:65]([O:68][CH3:69])[CH:66]=[CH:67][C:53]=3[N:52]3[C:70]([CH3:73])=[N:71][N:72]=[C:51]3[C@H:50]([CH2:49][C:48]([NH:47][CH2:46][CH2:45][NH:44][C:7](=[O:9])[C:6]3[CH:5]=[CH:4][C:3]([Si:2]([OH:1])([CH3:13])[CH3:12])=[CH:11][CH:10]=3)=[O:74])[N:56]=2)=[CH:58][CH:59]=1.